Task: Predict which catalyst facilitates the given reaction.. Dataset: Catalyst prediction with 721,799 reactions and 888 catalyst types from USPTO Reactant: [CH3:1][O:2][C:3]1[CH:8]=[CH:7][CH:6]=[C:5]([O:9][CH3:10])[C:4]=1[CH:11]1[N:16]([CH2:17][C:18]2[CH:23]=[CH:22][CH:21]=[C:20]([C:24]3[N:25]=[C:26]([CH3:29])[S:27][CH:28]=3)[CH:19]=2)[C:15](=[O:30])[CH2:14][CH2:13][CH2:12]1.C1C(=O)N([Cl:38])C(=O)C1.O.CCOC(C)=O. Product: [Cl:38][C:8]1[C:3]([O:2][CH3:1])=[C:4]([CH:11]2[N:16]([CH2:17][C:18]3[CH:23]=[CH:22][CH:21]=[C:20]([C:24]4[N:25]=[C:26]([CH3:29])[S:27][CH:28]=4)[CH:19]=3)[C:15](=[O:30])[CH2:14][CH2:13][CH2:12]2)[C:5]([O:9][CH3:10])=[CH:6][CH:7]=1. The catalyst class is: 3.